Dataset: Serine/threonine kinase 33 screen with 319,792 compounds. Task: Binary Classification. Given a drug SMILES string, predict its activity (active/inactive) in a high-throughput screening assay against a specified biological target. The drug is Fc1ccc(cc1)C(O\N=C(/N)c1ccccc1)=O. The result is 0 (inactive).